This data is from Catalyst prediction with 721,799 reactions and 888 catalyst types from USPTO. The task is: Predict which catalyst facilitates the given reaction. (1) Reactant: [CH3:1][C:2]1[CH:3]=[C:4]([C:19]2[S:23][C:22]([C:24]3([C:27](O)=[O:28])[CH2:26][CH2:25]3)=[N:21][CH:20]=2)[CH:5]=[C:6]([NH:8][C:9]2[N:14]=[C:13]([C:15]([F:18])([F:17])[F:16])[CH:12]=[CH:11][N:10]=2)[CH:7]=1.[CH:30]([NH:32][NH2:33])=[O:31].C(Cl)CCl.CC(N(C)C)=O. Product: [CH:30]([NH:32][NH:33][C:27]([C:24]1([C:22]2[S:23][C:19]([C:4]3[CH:5]=[C:6]([NH:8][C:9]4[N:14]=[C:13]([C:15]([F:16])([F:18])[F:17])[CH:12]=[CH:11][N:10]=4)[CH:7]=[C:2]([CH3:1])[CH:3]=3)=[CH:20][N:21]=2)[CH2:25][CH2:26]1)=[O:28])=[O:31]. The catalyst class is: 136. (2) The catalyst class is: 10. Reactant: C([O:3][P:4]([CH2:9][CH2:10][NH:11][C:12](=[O:39])[CH2:13][CH2:14][C:15]([CH3:38])=[CH:16][CH2:17][C:18]1[C:19]([O:31]CC[Si](C)(C)C)=[C:20]2[C:24](=[C:25]([CH3:29])[C:26]=1[O:27][CH3:28])[CH2:23][O:22][C:21]2=[O:30])(=[O:8])[O:5]CC)C.C[Si](Br)(C)C.N1C(C)=CC=CC=1C. Product: [OH:31][C:19]1[C:18]([CH2:17][CH:16]=[C:15]([CH3:38])[CH2:14][CH2:13][C:12]([NH:11][CH2:10][CH2:9][P:4](=[O:3])([OH:8])[OH:5])=[O:39])=[C:26]([O:27][CH3:28])[C:25]([CH3:29])=[C:24]2[C:20]=1[C:21](=[O:30])[O:22][CH2:23]2. (3) Reactant: [NH2:1][C:2]1[N:10]=[C:9]2[C:5]([N:6]=[C:7]([I:21])[N:8]2[C@@H:11]2[O:17][C@H:16]([CH2:18][OH:19])[C@@H:14]([OH:15])[C@@:12]2([CH3:20])[OH:13])=[C:4]([O:22]C)[N:3]=1.C(N(CC)C(C)C)C.[Na+].[I-].C[Si](Cl)(C)C.C(N(CC)CC)C. Product: [NH2:1][C:2]1[NH:3][C:4](=[O:22])[C:5]2[N:6]=[C:7]([I:21])[N:8]([C@H:11]3[C@@:12]([OH:13])([CH3:20])[C@H:14]([OH:15])[C@@H:16]([CH2:18][OH:19])[O:17]3)[C:9]=2[N:10]=1. The catalyst class is: 10. (4) Reactant: OC(C(F)(F)F)=O.[CH2:8]1[C:11]2([CH2:15][CH2:14][CH2:13][NH:12]2)[CH2:10][O:9]1.[F:16][CH:17]([F:46])[C:18]1[CH:23]=[CH:22][C:21]([C:24]2[O:28][C:27]([C:29]([N:31]3[CH2:34][CH:33]([O:35][C:36]4[CH:43]=[CH:42][C:39]([CH:40]=O)=[C:38]([O:44][CH3:45])[CH:37]=4)[CH2:32]3)=[O:30])=[N:26][N:25]=2)=[CH:20][CH:19]=1.C(N(CC)CC)C.[Na]. Product: [CH2:10]1[C:11]2([CH2:15][CH2:14][CH2:13][N:12]2[CH2:40][C:39]2[CH:42]=[CH:43][C:36]([O:35][CH:33]3[CH2:34][N:31]([C:29]([C:27]4[O:28][C:24]([C:21]5[CH:20]=[CH:19][C:18]([CH:17]([F:46])[F:16])=[CH:23][CH:22]=5)=[N:25][N:26]=4)=[O:30])[CH2:32]3)=[CH:37][C:38]=2[O:44][CH3:45])[CH2:8][O:9]1. The catalyst class is: 4. (5) Reactant: [CH3:1][Mg]Br.[Br:4][C:5]1[CH:14]=[CH:13][CH:12]=[C:11]2[C:6]=1[N:7]=[C:8]([NH:17][C:18]([CH3:21])([CH3:20])[CH3:19])[C:9]([CH:15]=[O:16])=[N:10]2.O. Product: [Br:4][C:5]1[CH:14]=[CH:13][CH:12]=[C:11]2[C:6]=1[N:7]=[C:8]([NH:17][C:18]([CH3:21])([CH3:20])[CH3:19])[C:9]([CH:15]([OH:16])[CH3:1])=[N:10]2. The catalyst class is: 1. (6) Reactant: Br[C:2]1[CH:7]=[CH:6][N:5]2[C:8]([C:11]3[CH:16]=[CH:15][C:14]([F:17])=[CH:13][CH:12]=3)=[N:9][CH:10]=[C:4]2[CH:3]=1.C([Li])CCC.[F:23][C:24]([F:38])([F:37])[C:25]([C:27]1[C:35]2[C:30](=[CH:31][CH:32]=[CH:33][CH:34]=2)[N:29]([CH3:36])[CH:28]=1)=[O:26]. Product: [F:38][C:24]([F:23])([F:37])[C:25]([C:2]1[CH:7]=[CH:6][N:5]2[C:8]([C:11]3[CH:16]=[CH:15][C:14]([F:17])=[CH:13][CH:12]=3)=[N:9][CH:10]=[C:4]2[CH:3]=1)([C:27]1[C:35]2[C:30](=[CH:31][CH:32]=[CH:33][CH:34]=2)[N:29]([CH3:36])[CH:28]=1)[OH:26]. The catalyst class is: 1. (7) Reactant: [Cl:1][C:2]1[N:10]=[C:9]2[C:5]([N:6]=[CH:7][NH:8]2)=[C:4]([N:11]2[CH:16]3[CH2:17][CH2:18][CH:12]2[CH2:13][O:14][CH2:15]3)[N:3]=1.CI.[C:21]([O-])([O-])=O.[K+].[K+]. Product: [Cl:1][C:2]1[N:10]=[C:9]2[C:5]([N:6]=[CH:7][N:8]2[CH3:21])=[C:4]([N:11]2[CH:12]3[CH2:18][CH2:17][CH:16]2[CH2:15][O:14][CH2:13]3)[N:3]=1. The catalyst class is: 1.